The task is: Predict the reactants needed to synthesize the given product.. This data is from Full USPTO retrosynthesis dataset with 1.9M reactions from patents (1976-2016). (1) Given the product [CH3:1][O:2][C:3]1[CH:4]=[C:5]([O:21][C:22]2[CH:23]=[N:24][C:25]([CH2:28][O:29][CH3:30])=[CH:26][CH:27]=2)[CH:6]=[C:7]2[C:11]=1[NH:10][C:9]([C:12]1[S:13][CH:14]([CH2:17][C:18]([NH2:34])=[O:20])[CH2:15][N:16]=1)=[CH:8]2, predict the reactants needed to synthesize it. The reactants are: [CH3:1][O:2][C:3]1[CH:4]=[C:5]([O:21][C:22]2[CH:23]=[N:24][C:25]([CH2:28][O:29][CH3:30])=[CH:26][CH:27]=2)[CH:6]=[C:7]2[C:11]=1[NH:10][C:9]([C:12]1[S:13][CH:14]([CH2:17][C:18]([OH:20])=O)[CH2:15][N:16]=1)=[CH:8]2.Cl.C([N:34]=C=NCCCN(C)C)C.O.ON1C2C=CC=CC=2N=N1.[OH-].[NH4+]. (2) Given the product [CH:34]([N:31]1[CH2:32][CH2:33][N:28]([C:26]([C:23]2[N:24]([CH3:25])[C:20]([C:10]3[CH:11]=[CH:12][CH:13]=[CH:14][C:9]=3[CH3:18])=[N:21][CH:22]=2)=[O:27])[CH2:29][CH2:30]1)([CH3:36])[CH3:35], predict the reactants needed to synthesize it. The reactants are: [O-]P([O-])([O-])=O.[K+].[K+].[K+].[C:9]1([CH3:18])[CH:14]=[CH:13][CH:12]=[CH:11][C:10]=1B(O)O.Cl[C:20]1[N:24]([CH3:25])[C:23]([C:26]([N:28]2[CH2:33][CH2:32][N:31]([CH:34]([CH3:36])[CH3:35])[CH2:30][CH2:29]2)=[O:27])=[CH:22][N:21]=1. (3) Given the product [CH3:1][O:2][C:3](=[O:19])[C:4]1[CH:9]=[C:8]([N:10]2[CH2:11][CH2:12][O:13][CH2:14][C:15]2=[O:21])[CH:7]=[CH:6][C:5]=1[N+:16]([O-:18])=[O:17], predict the reactants needed to synthesize it. The reactants are: [CH3:1][O:2][C:3](=[O:19])[C:4]1[CH:9]=[C:8]([N:10]2[CH2:15][CH2:14][O:13][CH2:12][CH2:11]2)[CH:7]=[CH:6][C:5]=1[N+:16]([O-:18])=[O:17].[Mn]([O-])(=O)(=O)=[O:21].[K+].[O-]S([O-])=O.[Na+].[Na+].